From a dataset of Catalyst prediction with 721,799 reactions and 888 catalyst types from USPTO. Predict which catalyst facilitates the given reaction. (1) Reactant: C1(C(C2C=CC=CC=2)=[N:8][C:9]2[CH:14]=[CH:13][C:12]([O:15][C:16]3[N:20]([CH3:21])[C:19]4[CH:22]=[CH:23][CH:24]=[CH:25][C:18]=4[N:17]=3)=[CH:11][CH:10]=2)C=CC=CC=1.Cl.C([O-])(O)=O.[Na+]. The catalyst class is: 1. Product: [CH3:21][N:20]1[C:19]2[CH:22]=[CH:23][CH:24]=[CH:25][C:18]=2[N:17]=[C:16]1[O:15][C:12]1[CH:13]=[CH:14][C:9]([NH2:8])=[CH:10][CH:11]=1. (2) Reactant: CCN(C(C)C)C(C)C.[C:21]([O:20][C:18](O[C:18]([O:20][C:21]([CH3:24])([CH3:23])[CH3:22])=[O:19])=[O:19])([CH3:24])([CH3:23])[CH3:22].[F:25][C:26]1[CH:31]=[CH:30][C:29]([CH:32]2[NH:37][C:36](=[O:38])[C:35]3([CH2:44][O:43][CH2:42][CH2:41][O:40][CH2:39]3)[NH:34][CH2:33]2)=[CH:28][CH:27]=1. Product: [C:21]([O:20][C:18]([N:34]1[C:35]2([CH2:44][O:43][CH2:42][CH2:41][O:40][CH2:39]2)[C:36](=[O:38])[NH:37][CH:32]([C:29]2[CH:30]=[CH:31][C:26]([F:25])=[CH:27][CH:28]=2)[CH2:33]1)=[O:19])([CH3:22])([CH3:23])[CH3:24]. The catalyst class is: 1. (3) Reactant: [C:1]([O:5][C:6]([N:8]1[C:16]2[C:11](=[CH:12][C:13]([N+:17]([O-])=O)=[CH:14][CH:15]=2)[C:10]([NH2:20])=[N:9]1)=[O:7])([CH3:4])([CH3:3])[CH3:2]. Product: [C:1]([O:5][C:6]([N:8]1[C:16]2[C:11](=[CH:12][C:13]([NH2:17])=[CH:14][CH:15]=2)[C:10]([NH2:20])=[N:9]1)=[O:7])([CH3:4])([CH3:2])[CH3:3]. The catalyst class is: 5. (4) Reactant: [CH3:1][N:2]1[CH2:30][CH2:29][C:5]2[N:6]([CH2:14][CH:15]([C:22]3[CH:27]=[CH:26][C:25]([F:28])=[CH:24][CH:23]=3)[CH2:16][C:17]([O:19]CC)=[O:18])[C:7]3[CH:8]=[CH:9][C:10]([CH3:13])=[CH:11][C:12]=3[C:4]=2[CH2:3]1.[OH-].[Na+].Cl. Product: [CH3:1][N:2]1[CH2:30][CH2:29][C:5]2[N:6]([CH2:14][CH:15]([C:22]3[CH:23]=[CH:24][C:25]([F:28])=[CH:26][CH:27]=3)[CH2:16][C:17]([OH:19])=[O:18])[C:7]3[CH:8]=[CH:9][C:10]([CH3:13])=[CH:11][C:12]=3[C:4]=2[CH2:3]1. The catalyst class is: 5. (5) The catalyst class is: 77. Product: [C:20]1([S:17]([N:13]2[C:14]3[C:10](=[CH:9][C:8]([C:5]4[CH:6]=[N:7][C:2]([C:39]5[CH:40]=[N:35][CH:36]=[N:37][CH:38]=5)=[CH:3][C:4]=4[CH3:34])=[CH:16][CH:15]=3)[CH:11]=[C:12]2[C:26]2[C:31]([F:32])=[CH:30][CH:29]=[CH:28][C:27]=2[F:33])(=[O:18])=[O:19])[CH:21]=[CH:22][CH:23]=[CH:24][CH:25]=1. Reactant: Cl[C:2]1[N:7]=[CH:6][C:5]([C:8]2[CH:9]=[C:10]3[C:14](=[CH:15][CH:16]=2)[N:13]([S:17]([C:20]2[CH:25]=[CH:24][CH:23]=[CH:22][CH:21]=2)(=[O:19])=[O:18])[C:12]([C:26]2[C:31]([F:32])=[CH:30][CH:29]=[CH:28][C:27]=2[F:33])=[CH:11]3)=[C:4]([CH3:34])[CH:3]=1.[N:35]1[CH:40]=[C:39](B(O)O)[CH:38]=[N:37][CH:36]=1.C(=O)([O-])[O-].[Cs+].[Cs+].O.